This data is from Catalyst prediction with 721,799 reactions and 888 catalyst types from USPTO. The task is: Predict which catalyst facilitates the given reaction. (1) Reactant: [CH:1]([C@H:14]1[CH2:20][C@H:19]2[C@H:17]([O:18]2)[CH2:16][O:15]1)([C:8]1[CH:13]=[CH:12][CH:11]=[CH:10][CH:9]=1)[C:2]1[CH:7]=[CH:6][CH:5]=[CH:4][CH:3]=1.C([C@H]1OC[C@H](O)CC1)(C1C=CC=CC=1)C1C=CC=CC=1. Product: [CH:1]([C@@H:14]1[O:15][CH2:16][C@@H:17]([OH:18])[CH2:19][CH2:20]1)([C:8]1[CH:13]=[CH:12][CH:11]=[CH:10][CH:9]=1)[C:2]1[CH:3]=[CH:4][CH:5]=[CH:6][CH:7]=1. The catalyst class is: 605. (2) Reactant: [NH:1]1[CH2:6][CH2:5][O:4][CH2:3][CH2:2]1.[N+:7]([C:10]1[CH:11]=[C:12]([S:16](Cl)(=[O:18])=[O:17])[CH:13]=[CH:14][CH:15]=1)([O-:9])=[O:8]. Product: [N+:7]([C:10]1[CH:11]=[C:12]([S:16]([N:1]2[CH2:6][CH2:5][O:4][CH2:3][CH2:2]2)(=[O:18])=[O:17])[CH:13]=[CH:14][CH:15]=1)([O-:9])=[O:8]. The catalyst class is: 2. (3) Reactant: [C:1]([C:5]1[CH:10]=[CH:9][CH:8]=[CH:7][C:6]=1[N:11]1[CH2:16][CH2:15][N:14]([C:17]([C:19]2[N:20]=[CH:21][N:22]([CH2:24][C:25]([O:27]C)=[O:26])[CH:23]=2)=[O:18])[CH2:13][CH2:12]1)([CH3:4])([CH3:3])[CH3:2].[Li+].[OH-].Cl. Product: [C:1]([C:5]1[CH:10]=[CH:9][CH:8]=[CH:7][C:6]=1[N:11]1[CH2:16][CH2:15][N:14]([C:17]([C:19]2[N:20]=[CH:21][N:22]([CH2:24][C:25]([OH:27])=[O:26])[CH:23]=2)=[O:18])[CH2:13][CH2:12]1)([CH3:4])([CH3:2])[CH3:3]. The catalyst class is: 7. (4) Reactant: [Cl:1][C:2]1[C:3]([C:10]([OH:12])=O)=[N:4][CH:5]=[C:6]([C:8]#[N:9])[CH:7]=1.C(Cl)(=O)C([Cl:16])=O. Product: [Cl:1][C:2]1[C:3]([C:10]([Cl:16])=[O:12])=[N:4][CH:5]=[C:6]([C:8]#[N:9])[CH:7]=1. The catalyst class is: 120. (5) Reactant: [Br-].C([N+]1N=C([C@@H](OC)C)N([NH:18][CH:19]([C:25]2[CH:30]=[CH:29][CH:28]=[CH:27][CH:26]=2)[CH:20]([O:23][CH3:24])[O:21][CH3:22])C=1[C@@H](OC)C)C1C=CC=CC=1.[BH4-].[Li+].[OH-].[Na+]. Product: [C:25]1([CH:19]([NH2:18])[CH:20]([O:23][CH3:24])[O:21][CH3:22])[CH:30]=[CH:29][CH:28]=[CH:27][CH:26]=1. The catalyst class is: 7. (6) Reactant: [Al+3].[Cl-].[Cl-].[Cl-].[C:5](Cl)(=[O:7])[CH3:6].[F:9][C:10]1[CH:11]=[CH:12][C:13]([O:17][CH3:18])=[C:14]([OH:16])[CH:15]=1.O. Product: [F:9][C:10]1[CH:15]=[C:14]([OH:16])[C:13]([O:17][CH3:18])=[CH:12][C:11]=1[C:5](=[O:7])[CH3:6]. The catalyst class is: 26. (7) Reactant: Cl[C:2]1[O:3][C:4]2[CH:10]=[CH:9][CH:8]=[CH:7][C:5]=2[N:6]=1.[C:11]([O:15][C:16]([N:18]1[CH2:23][CH2:22][NH:21][CH2:20][CH2:19]1)=[O:17])([CH3:14])([CH3:13])[CH3:12].C(=O)([O-])[O-].[K+].[K+]. Product: [C:11]([O:15][C:16]([N:18]1[CH2:23][CH2:22][N:21]([C:2]2[O:3][C:4]3[CH:10]=[CH:9][CH:8]=[CH:7][C:5]=3[N:6]=2)[CH2:20][CH2:19]1)=[O:17])([CH3:14])([CH3:12])[CH3:13]. The catalyst class is: 47.